Dataset: Reaction yield outcomes from USPTO patents with 853,638 reactions. Task: Predict the reaction yield, written as a fraction of the theoretical maximum amount of product (1.0 means a 100% yield; for example, 0.34 means a 34% yield). (1) The reactants are [O:1]=[C:2]1[NH:7][C:6]2[CH:8]=[C:9]([C:12](OC)=[O:13])[CH:10]=[N:11][C:5]=2[N:4]2[CH2:16][CH2:17][C@@H:3]12.[H-].[Na+].[H-].[Al+3].[Li+].[H-].[H-].[H-].[C@H](O)(C([O-])=O)[C@@H](O)C([O-])=O.[Na+].[K+]. The catalyst is O1CCCC1.O.CO. The product is [OH:13][CH2:12][C:9]1[CH:10]=[N:11][C:5]2[N:4]3[CH2:16][CH2:17][C@H:3]3[C:2](=[O:1])[NH:7][C:6]=2[CH:8]=1. The yield is 0.662. (2) The reactants are [C:1]([C:3]1[CH:8]=[CH:7][C:6]([C:9]2[CH:14]=[CH:13][C:12](O)=[C:11]([C:16]3[NH:20][C:19]4[CH:21]=[CH:22][C:23]([C:25]#[N:26])=[CH:24][C:18]=4[N:17]=3)[CH:10]=2)=[CH:5][CH:4]=1)#[N:2].C(C1C=C(C2C=CC(C#N)=CC=2)C=CC=1)=O.C(C1C=C(C2C=CC=C(C#N)C=2)C=CC=1O)=O.C(O)(=O)C.C(C1C=C(C2C=CC(O)=C(C3NC4C=CC(C(N)=N)=CC=4N=3)C=2)C=CC=1)(=N)N.ONC(C1C=CC2NC(C3C=C(C4C=CC(C(=N)NO)=CC=4)C=CC=3O)=NC=2C=1)=N. No catalyst specified. The product is [C:1]([C:3]1[CH:4]=[CH:5][C:6]([C:9]2[CH:14]=[CH:13][CH:12]=[C:11]([C:16]3[NH:20][C:19]4[CH:21]=[CH:22][C:23]([C:25]#[N:26])=[CH:24][C:18]=4[N:17]=3)[CH:10]=2)=[CH:7][CH:8]=1)#[N:2]. The yield is 0.810. (3) No catalyst specified. The reactants are Cl[C:2]1[N:7]=[C:6]([C:8]2[S:12][C:11]([CH:13]3[CH2:18][CH2:17][CH2:16][CH2:15][CH2:14]3)=[N:10][C:9]=2[C:19]2[C:20]([F:37])=[C:21]([NH:25][S:26]([C:29]3[C:34]([F:35])=[CH:33][CH:32]=[CH:31][C:30]=3[F:36])(=[O:28])=[O:27])[CH:22]=[CH:23][CH:24]=2)[CH:5]=[CH:4][N:3]=1.[NH4+:38].[OH-]. The yield is 0.570. The product is [NH2:38][C:2]1[N:7]=[C:6]([C:8]2[S:12][C:11]([CH:13]3[CH2:18][CH2:17][CH2:16][CH2:15][CH2:14]3)=[N:10][C:9]=2[C:19]2[C:20]([F:37])=[C:21]([NH:25][S:26]([C:29]3[C:34]([F:35])=[CH:33][CH:32]=[CH:31][C:30]=3[F:36])(=[O:28])=[O:27])[CH:22]=[CH:23][CH:24]=2)[CH:5]=[CH:4][N:3]=1. (4) The reactants are O.[CH3:2][N:3]([CH3:35])[CH2:4][CH2:5][N:6]([CH3:34])[C:7]1[C:12]([N+:13]([O-])=O)=[CH:11][C:10]([NH:16][C:17]2[N:22]=[C:21]([C:23]3[C:31]4[C:26](=[CH:27][CH:28]=[CH:29][CH:30]=4)[NH:25][CH:24]=3)[CH:20]=[CH:19][N:18]=2)=[C:9]([O:32][CH3:33])[CH:8]=1.[NH4+].[Cl-]. The catalyst is [Fe].C(O)C. The product is [CH3:35][N:3]([CH3:2])[CH2:4][CH2:5][N:6]([CH3:34])[C:7]1[C:12]([NH2:13])=[CH:11][C:10]([NH:16][C:17]2[N:22]=[C:21]([C:23]3[C:31]4[C:26](=[CH:27][CH:28]=[CH:29][CH:30]=4)[NH:25][CH:24]=3)[CH:20]=[CH:19][N:18]=2)=[C:9]([O:32][CH3:33])[CH:8]=1. The yield is 0.970. (5) The reactants are S(Cl)([Cl:3])=O.[CH:5]([N:8]1[C:12]([C:13]([F:16])([F:15])[F:14])=[C:11]([CH2:17]O)[CH:10]=[N:9]1)([CH3:7])[CH3:6]. The catalyst is C(Cl)Cl. The product is [Cl:3][CH2:17][C:11]1[CH:10]=[N:9][N:8]([CH:5]([CH3:7])[CH3:6])[C:12]=1[C:13]([F:16])([F:15])[F:14]. The yield is 0.860. (6) The reactants are [C:1]1([CH2:7][C:8]([C:10]2[CH:15]=[CH:14][N:13]=[CH:12][CH:11]=2)=O)[CH:6]=[CH:5][CH:4]=[CH:3][CH:2]=1.[CH2:16]([O:18][C:19]1[CH:20]=[C:21]([CH:24]=[C:25]([N+:28]([O-:30])=[O:29])[C:26]=1[OH:27])[CH:22]=O)[CH3:17].[NH2:31][C:32]([NH2:34])=[O:33].Cl. The catalyst is CCO. The product is [CH2:16]([O:18][C:19]1[CH:20]=[C:21]([CH:22]2[C:7]([C:1]3[CH:6]=[CH:5][CH:4]=[CH:3][CH:2]=3)=[C:8]([C:10]3[CH:15]=[CH:14][N:13]=[CH:12][CH:11]=3)[NH:34][C:32](=[O:33])[NH:31]2)[CH:24]=[C:25]([N+:28]([O-:30])=[O:29])[C:26]=1[OH:27])[CH3:17]. The yield is 0.460. (7) The reactants are CO[C:3]([C:5]1[CH:6]=[CH:7][CH:8]=[C:9]2[C:14]=1[N:13]=[CH:12][N:11]=[C:10]2[NH:15][CH:16]([C:21]1[CH:26]=[CH:25][CH:24]=[C:23]([NH:27][C:28]([C:30]2[CH:35]=[CH:34][N:33]=[C:32]([Cl:36])[CH:31]=2)=[O:29])[CH:22]=1)[CH2:17][N:18]([CH3:20])[CH3:19])=[O:4].C1COCC1.CC(O)C.[NH4+:46].[OH-]. The catalyst is O. The product is [Cl:36][C:32]1[CH:31]=[C:30]([C:28]([NH:27][C:23]2[CH:22]=[C:21]([CH:16]([NH:15][C:10]3[C:9]4[C:14](=[C:5]([C:3]([NH2:46])=[O:4])[CH:6]=[CH:7][CH:8]=4)[N:13]=[CH:12][N:11]=3)[CH2:17][N:18]([CH3:20])[CH3:19])[CH:26]=[CH:25][CH:24]=2)=[O:29])[CH:35]=[CH:34][N:33]=1. The yield is 0.960.